This data is from NCI-60 drug combinations with 297,098 pairs across 59 cell lines. The task is: Regression. Given two drug SMILES strings and cell line genomic features, predict the synergy score measuring deviation from expected non-interaction effect. (1) Drug 2: CC1=C(C=C(C=C1)NC(=O)C2=CC=C(C=C2)CN3CCN(CC3)C)NC4=NC=CC(=N4)C5=CN=CC=C5. Cell line: IGROV1. Drug 1: C1CCN(CC1)CCOC2=CC=C(C=C2)C(=O)C3=C(SC4=C3C=CC(=C4)O)C5=CC=C(C=C5)O. Synergy scores: CSS=-0.151, Synergy_ZIP=0.706, Synergy_Bliss=-0.266, Synergy_Loewe=-1.94, Synergy_HSA=-2.01. (2) Drug 1: CCN(CC)CCCC(C)NC1=C2C=C(C=CC2=NC3=C1C=CC(=C3)Cl)OC. Drug 2: C1C(C(OC1N2C=NC3=C2NC=NCC3O)CO)O. Cell line: RPMI-8226. Synergy scores: CSS=42.4, Synergy_ZIP=3.68, Synergy_Bliss=1.73, Synergy_Loewe=1.45, Synergy_HSA=-1.23. (3) Drug 1: CNC(=O)C1=NC=CC(=C1)OC2=CC=C(C=C2)NC(=O)NC3=CC(=C(C=C3)Cl)C(F)(F)F. Drug 2: CC12CCC3C(C1CCC2OP(=O)(O)O)CCC4=C3C=CC(=C4)OC(=O)N(CCCl)CCCl.[Na+]. Cell line: MDA-MB-231. Synergy scores: CSS=-4.53, Synergy_ZIP=3.86, Synergy_Bliss=2.18, Synergy_Loewe=-3.91, Synergy_HSA=-3.67. (4) Drug 1: C1CCC(C1)C(CC#N)N2C=C(C=N2)C3=C4C=CNC4=NC=N3. Drug 2: C1CN1P(=S)(N2CC2)N3CC3. Cell line: SNB-75. Synergy scores: CSS=7.92, Synergy_ZIP=-0.842, Synergy_Bliss=2.18, Synergy_Loewe=-4.86, Synergy_HSA=-1.30. (5) Drug 1: CC1=CC=C(C=C1)C2=CC(=NN2C3=CC=C(C=C3)S(=O)(=O)N)C(F)(F)F. Drug 2: C#CCC(CC1=CN=C2C(=N1)C(=NC(=N2)N)N)C3=CC=C(C=C3)C(=O)NC(CCC(=O)O)C(=O)O. Cell line: MDA-MB-231. Synergy scores: CSS=-3.56, Synergy_ZIP=1.54, Synergy_Bliss=0.576, Synergy_Loewe=-1.91, Synergy_HSA=-3.88. (6) Drug 1: CN(C(=O)NC(C=O)C(C(C(CO)O)O)O)N=O. Drug 2: CCC1(C2=C(COC1=O)C(=O)N3CC4=CC5=C(C=CC(=C5CN(C)C)O)N=C4C3=C2)O.Cl. Cell line: SNB-19. Synergy scores: CSS=4.39, Synergy_ZIP=-11.6, Synergy_Bliss=-19.9, Synergy_Loewe=-53.8, Synergy_HSA=-20.1.